Dataset: NCI-60 drug combinations with 297,098 pairs across 59 cell lines. Task: Regression. Given two drug SMILES strings and cell line genomic features, predict the synergy score measuring deviation from expected non-interaction effect. Drug 1: COC1=CC(=CC(=C1O)OC)C2C3C(COC3=O)C(C4=CC5=C(C=C24)OCO5)OC6C(C(C7C(O6)COC(O7)C8=CC=CS8)O)O. Drug 2: COC1=C2C(=CC3=C1OC=C3)C=CC(=O)O2. Cell line: BT-549. Synergy scores: CSS=40.8, Synergy_ZIP=8.72, Synergy_Bliss=7.97, Synergy_Loewe=-16.7, Synergy_HSA=7.22.